The task is: Regression. Given a peptide amino acid sequence and an MHC pseudo amino acid sequence, predict their binding affinity value. This is MHC class I binding data.. This data is from Peptide-MHC class I binding affinity with 185,985 pairs from IEDB/IMGT. (1) The MHC is HLA-A02:01 with pseudo-sequence HLA-A02:01. The peptide sequence is FLLASVYSV. The binding affinity (normalized) is 1.00. (2) The peptide sequence is QIDRLEDLSK. The MHC is HLA-A03:01 with pseudo-sequence HLA-A03:01. The binding affinity (normalized) is 0.327. (3) The peptide sequence is KTLAPFNFL. The MHC is HLA-A30:01 with pseudo-sequence HLA-A30:01. The binding affinity (normalized) is 0.749. (4) The peptide sequence is VFFKQWFEK. The MHC is HLA-B35:01 with pseudo-sequence HLA-B35:01. The binding affinity (normalized) is 0.0847. (5) The peptide sequence is DIKYISRDEL. The MHC is HLA-A02:01 with pseudo-sequence HLA-A02:01. The binding affinity (normalized) is 0.244.